This data is from Catalyst prediction with 721,799 reactions and 888 catalyst types from USPTO. The task is: Predict which catalyst facilitates the given reaction. Reactant: [Cl:1][C:2]1[N:7]=[C:6]([Cl:8])[C:5]([CH:9]([CH3:11])[CH3:10])=[C:4](Cl)[N:3]=1.[CH3:13][C:14]1[CH:15]=[C:16]([OH:21])[CH:17]=[C:18]([CH3:20])[CH:19]=1.[H-].[Na+]. Product: [Cl:1][C:2]1[N:7]=[C:6]([Cl:8])[C:5]([CH:9]([CH3:11])[CH3:10])=[C:4]([O:21][C:16]2[CH:17]=[C:18]([CH3:20])[CH:19]=[C:14]([CH3:13])[CH:15]=2)[N:3]=1. The catalyst class is: 215.